From a dataset of Peptide-MHC class II binding affinity with 134,281 pairs from IEDB. Regression. Given a peptide amino acid sequence and an MHC pseudo amino acid sequence, predict their binding affinity value. This is MHC class II binding data. (1) The peptide sequence is EKALWIIFSQNMNIK. The MHC is DRB1_0101 with pseudo-sequence DRB1_0101. The binding affinity (normalized) is 0.615. (2) The peptide sequence is DGDLDKLRDLNKEVD. The MHC is DRB1_0101 with pseudo-sequence DRB1_0101. The binding affinity (normalized) is 0. (3) The peptide sequence is NALSVLDKIYTSPLC. The MHC is HLA-DPA10103-DPB10301 with pseudo-sequence HLA-DPA10103-DPB10301. The binding affinity (normalized) is 0.256. (4) The peptide sequence is TKVTFHVVGVGPLLH. The MHC is HLA-DPA10201-DPB11401 with pseudo-sequence HLA-DPA10201-DPB11401. The binding affinity (normalized) is 0.311. (5) The MHC is HLA-DQA10501-DQB10303 with pseudo-sequence HLA-DQA10501-DQB10303. The peptide sequence is LWSPRERLVLTLGAA. The binding affinity (normalized) is 0.575. (6) The peptide sequence is SQDLELSWNLNGLFAY. The MHC is HLA-DQA10301-DQB10302 with pseudo-sequence HLA-DQA10301-DQB10302. The binding affinity (normalized) is 0.537.